From a dataset of Reaction yield outcomes from USPTO patents with 853,638 reactions. Predict the reaction yield, written as a fraction of the theoretical maximum amount of product (1.0 means a 100% yield; for example, 0.34 means a 34% yield). (1) The reactants are [Cl:1][C:2]1[CH:3]=[C:4]([OH:9])[CH:5]=[CH:6][C:7]=1[CH3:8].[CH:10](I)([CH3:12])[CH3:11]. No catalyst specified. The product is [Cl:1][C:2]1[CH:3]=[C:4]([O:9][CH:10]([CH3:12])[CH3:11])[CH:5]=[CH:6][C:7]=1[CH3:8]. The yield is 0.920. (2) The reactants are [NH2:1][C@H:2]([CH2:19][C:20]1[CH:25]=[C:24]([F:26])[C:23]([F:27])=[CH:22][C:21]=1[F:28])[CH2:3][C:4]([N:6]1[CH2:11][CH2:10][N:9]2[C:12]([C:15]([F:18])([F:17])[F:16])=[N:13][N:14]=[C:8]2[CH2:7]1)=[O:5].C([OH:32])(C)C.[P:33](=[O:37])([OH:36])([OH:35])[OH:34]. The catalyst is O. The product is [CH2:11]1[N:6]([C:4]([CH2:3][C@H:2]([NH2:1])[CH2:19][C:20]2[C:21]([F:28])=[CH:22][C:23]([F:27])=[C:24]([F:26])[CH:25]=2)=[O:5])[CH2:7][C:8]2=[N:14][N:13]=[C:12]([C:15]([F:16])([F:18])[F:17])[N:9]2[CH2:10]1.[OH2:32].[OH:35][P:33]([OH:37])([OH:36])=[O:34]. The yield is 0.680. (3) The reactants are C(=O)([O-])[O-].[K+].[K+].CO[C:9](=[O:18])[C:10]1[CH:15]=[C:14]([Br:16])[CH:13]=[N:12][C:11]=1Cl.[C:19]([O:23][CH3:24])(=[O:22])[CH2:20][SH:21].Cl. The catalyst is CN(C=O)C.O. The product is [CH3:24][O:23][C:19]([C:20]1[S:21][C:11]2=[N:12][CH:13]=[C:14]([Br:16])[CH:15]=[C:10]2[C:9]=1[OH:18])=[O:22]. The yield is 0.470. (4) The reactants are CO[C:3](=[O:21])[C:4]1[CH:9]=[C:8]([C:10]2[CH:11]=[N:12][CH:13]=[N:14][CH:15]=2)[C:7]([C:16]([F:19])([F:18])[F:17])=[CH:6][C:5]=1[NH2:20].ClC([O:25][C:26]1C=CC(Cl)=CC=1)=O.[CH3:33][S:34]([NH:37][NH2:38])(=[O:36])=[O:35].CCN(C(C)C)C(C)C. The catalyst is O1CCOCC1. The product is [O:25]=[C:26]1[N:38]([NH:37][S:34]([CH3:33])(=[O:36])=[O:35])[C:3](=[O:21])[C:4]2[C:5](=[CH:6][C:7]([C:16]([F:18])([F:19])[F:17])=[C:8]([C:10]3[CH:11]=[N:12][CH:13]=[N:14][CH:15]=3)[CH:9]=2)[NH:20]1. The yield is 0.360. (5) The reactants are [CH3:1][C:2]1[S:6][C:5]2[CH:7]=[C:8]([O:11][C:12]3[CH:17]=[CH:16][N:15]=[C:14]4[CH:18]=[CH:19][S:20][C:13]=34)[CH:9]=[CH:10][C:4]=2[C:3]=1[C:21]([OH:23])=O.[NH2:24][CH2:25][CH2:26][N:27]1[CH2:32][CH2:31][O:30][CH2:29][CH2:28]1.C(N(C(C)C)CC)(C)C.CN(C(ON1N=NC2C=CC=CC1=2)=[N+](C)C)C.F[P-](F)(F)(F)(F)F. No catalyst specified. The product is [N:27]1([CH2:26][CH2:25][NH:24][C:21]([C:3]2[C:4]3[CH:10]=[CH:9][C:8]([O:11][C:12]4[CH:17]=[CH:16][N:15]=[C:14]5[CH:18]=[CH:19][S:20][C:13]=45)=[CH:7][C:5]=3[S:6][C:2]=2[CH3:1])=[O:23])[CH2:32][CH2:31][O:30][CH2:29][CH2:28]1. The yield is 0.280. (6) The reactants are CO.[CH2:3]([O:10][C:11]1[N:16]=[CH:15][C:14]([CH:17]=[O:18])=[CH:13][CH:12]=1)[C:4]1[CH:9]=[CH:8][CH:7]=[CH:6][CH:5]=1.[BH4-].[Na+]. The catalyst is O. The product is [CH2:3]([O:10][C:11]1[N:16]=[CH:15][C:14]([CH2:17][OH:18])=[CH:13][CH:12]=1)[C:4]1[CH:5]=[CH:6][CH:7]=[CH:8][CH:9]=1. The yield is 0.911.